From a dataset of Forward reaction prediction with 1.9M reactions from USPTO patents (1976-2016). Predict the product of the given reaction. Given the reactants [CH2:1]([C:4]1[C:9]([OH:10])=[CH:8][CH:7]=[C:6]([NH:11][CH2:12][C:13]2[CH:18]=[CH:17][CH:16]=[CH:15][CH:14]=2)[C:5]=1[C:19]([C:21]1[CH:26]=[CH:25][C:24]([CH:27]([CH3:29])[CH3:28])=[CH:23][CH:22]=1)=O)[CH:2]=[CH2:3].[O-:30][C:31]#[N:32].[Na+].[OH-].[Na+], predict the reaction product. The product is: [CH2:1]([C:4]1[C:9]([OH:10])=[CH:8][CH:7]=[C:6]2[C:5]=1[C:19]([C:21]1[CH:26]=[CH:25][C:24]([CH:27]([CH3:29])[CH3:28])=[CH:23][CH:22]=1)=[N:32][C:31](=[O:30])[N:11]2[CH2:12][C:13]1[CH:18]=[CH:17][CH:16]=[CH:15][CH:14]=1)[CH:2]=[CH2:3].